This data is from Forward reaction prediction with 1.9M reactions from USPTO patents (1976-2016). The task is: Predict the product of the given reaction. (1) Given the reactants [Cl:1][C:2]1[N:7]=[C:6]([NH:8][C:9]2[CH:14]=[CH:13][C:12]3OCC[O:18][C:11]=3C=2)[C:5]([F:19])=[CH:4][N:3]=1.ClC1N=C(Cl)C(F)=CN=1.C(N)C1OC=CC=1, predict the reaction product. The product is: [Cl:1][C:2]1[N:7]=[C:6]([NH:8][CH2:9][C:14]2[O:18][CH:11]=[CH:12][CH:13]=2)[C:5]([F:19])=[CH:4][N:3]=1. (2) Given the reactants CCN=C=NCCCN(C)C.C1C=CC2N(O)N=NC=2C=1.[F:22][C:23]1[CH:29]=[C:28]([F:30])[CH:27]=[CH:26][C:24]=1[NH2:25].[Br:31][CH2:32][C:33](O)=[O:34], predict the reaction product. The product is: [Br:31][CH2:32][C:33]([NH:25][C:24]1[CH:26]=[CH:27][C:28]([F:30])=[CH:29][C:23]=1[F:22])=[O:34]. (3) Given the reactants Br[C:2]1[N:6]2[CH:7]=[CH:8][N:9]=[C:10](Cl)[C:5]2=[N:4][CH:3]=1.C(OC([N:19]1[CH2:24][CH2:23][CH:22]([NH2:25])[CH2:21][CH2:20]1)=O)(C)(C)C.CS[C:28]1[N:33]=[C:32]([Sn](CCCC)(CCCC)CCCC)[CH:31]=[CH:30][N:29]=1.[NH2:47][CH:48]1[CH2:53][CH2:52][O:51][CH2:50][CH2:49]1, predict the reaction product. The product is: [NH:19]1[CH2:20][CH2:21][CH:22]([NH:25][C:10]2[C:5]3[N:6]([C:2]([C:32]4[CH:31]=[CH:30][N:29]=[C:28]([NH:47][CH:48]5[CH2:53][CH2:52][O:51][CH2:50][CH2:49]5)[N:33]=4)=[CH:3][N:4]=3)[CH:7]=[CH:8][N:9]=2)[CH2:23][CH2:24]1. (4) Given the reactants [CH2:1]([O:3][C:4]([CH:6]=[CH:7][C:8]1[CH:16]=[C:15]([C:17]([F:20])([F:19])[F:18])[CH:14]=[CH:13][C:9]=1[C:10]([OH:12])=O)=[O:5])[CH3:2].[F:21][C:22]([F:26])([F:25])[CH2:23][NH2:24].C1CCC(N=C=NC2CCCCC2)CC1, predict the reaction product. The product is: [F:21][C:22]([F:26])([F:25])[CH2:23][NH:24][C:10]([C:9]1[CH:13]=[CH:14][C:15]([C:17]([F:20])([F:19])[F:18])=[CH:16][C:8]=1/[CH:7]=[CH:6]/[C:4]([O:3][CH2:1][CH3:2])=[O:5])=[O:12]. (5) Given the reactants [F:1][C:2]1[C:7]([F:8])=[CH:6][CH:5]=[CH:4][C:3]=1[CH2:9][OH:10].Cl[C:12]1[CH:23]=[C:16]2[N:17]([CH3:22])[C@H:18]([CH3:21])[CH2:19][CH2:20][N:15]2[C:14](=[O:24])[N:13]=1, predict the reaction product. The product is: [F:1][C:2]1[C:7]([F:8])=[CH:6][CH:5]=[CH:4][C:3]=1[CH2:9][O:10][C:12]1[CH:23]=[C:16]2[N:17]([CH3:22])[C@H:18]([CH3:21])[CH2:19][CH2:20][N:15]2[C:14](=[O:24])[N:13]=1. (6) Given the reactants [F:1][C:2]1[CH:14]=[CH:13][CH:12]=[CH:11][C:3]=1[NH:4][C:5]1[CH:10]=[CH:9][CH:8]=[CH:7][CH:6]=1.C(=O)([O-])[O-].[K+].[K+].C(O)(=O)C(C)(C)C, predict the reaction product. The product is: [F:1][C:2]1[C:3]2[NH:4][C:5]3[C:10](=[CH:9][CH:8]=[CH:7][CH:6]=3)[C:11]=2[CH:12]=[CH:13][CH:14]=1. (7) Given the reactants [CH3:1][O:2][C:3]1[CH:8]=[CH:7][C:6]([CH2:9][CH:10]([NH2:12])[CH3:11])=[CH:5][CH:4]=1.[CH3:13][CH:14]1[CH2:23][C:22]2[C:17](=[CH:18][C:19]([OH:24])=[CH:20][CH:21]=2)[CH2:16][NH:15]1, predict the reaction product. The product is: [CH3:1][O:2][C:3]1[CH:4]=[C:5]2[C:6]([CH2:9][CH2:10][NH:12][CH2:13]2)=[CH:7][CH:8]=1.[CH2:16]1[C:17]2[C:22](=[CH:21][CH:20]=[C:19]([OH:24])[CH:18]=2)[CH2:23][CH2:14][NH:15]1.[CH3:1][O:2][C:3]1[CH:8]=[CH:7][C:6]([CH2:9][C:10](=[O:24])[CH3:11])=[CH:5][CH:4]=1.